This data is from Forward reaction prediction with 1.9M reactions from USPTO patents (1976-2016). The task is: Predict the product of the given reaction. (1) Given the reactants [C:1]([N:5]1[CH2:10][CH2:9][N:8]([C:11]2[C:20]3[C:15](=[CH:16][C:17]([Cl:21])=[CH:18][CH:19]=3)[CH:14]=[CH:13][N:12]=2)[CH2:7][CH:6]1[C:22]([NH2:24])=O)(=[O:4])[CH:2]=[CH2:3].C(N(CC)CC)C.FC(F)(F)C(OC(=O)C(F)(F)F)=O.O, predict the reaction product. The product is: [C:1]([N:5]1[CH2:10][CH2:9][N:8]([C:11]2[C:20]3[C:15](=[CH:16][C:17]([Cl:21])=[CH:18][CH:19]=3)[CH:14]=[CH:13][N:12]=2)[CH2:7][CH:6]1[C:22]#[N:24])(=[O:4])[CH:2]=[CH2:3]. (2) Given the reactants [Cl:1][C:2]1[CH:3]=[N:4][CH:5]=[C:6]([Cl:10])[C:7]=1[CH2:8]O.[Br:11]P(Br)Br, predict the reaction product. The product is: [BrH:11].[Br:11][CH2:8][C:7]1[C:2]([Cl:1])=[CH:3][N:4]=[CH:5][C:6]=1[Cl:10]. (3) Given the reactants C(N(CC)CC)C.[OH:8][C:9]1[CH:14]=[CH:13][C:12]([S:15](Cl)(=[O:17])=[O:16])=[CH:11][CH:10]=1.Cl.Cl.[NH2:21][CH2:22][CH:23]([N:28]1[CH2:33][CH2:32][N:31]([C:34]([O:36][CH2:37][C:38]2[CH:43]=[CH:42][CH:41]=[CH:40][CH:39]=2)=[O:35])[CH2:30][CH2:29]1)[C:24]([O:26][CH3:27])=[O:25].O, predict the reaction product. The product is: [OH:8][C:9]1[CH:14]=[CH:13][C:12]([S:15]([NH:21][CH2:22][CH:23]([N:28]2[CH2:29][CH2:30][N:31]([C:34]([O:36][CH2:37][C:38]3[CH:43]=[CH:42][CH:41]=[CH:40][CH:39]=3)=[O:35])[CH2:32][CH2:33]2)[C:24]([O:26][CH3:27])=[O:25])(=[O:17])=[O:16])=[CH:11][CH:10]=1. (4) Given the reactants [CH3:1][C:2]([C:4]1[CH:9]=[C:8]([O:10][CH3:11])[CH:7]=[CH:6][C:5]=1[O:12][CH3:13])=[O:3].Br[C:15]1[CH:20]=[CH:19][C:18]([F:21])=[C:17]([Cl:22])[CH:16]=1.C1(P(C2C=CC=CC=2)C2C=CC3C(=CC=CC=3)C=2C2C3C(=CC=CC=3)C=CC=2P(C2C=CC=CC=2)C2C=CC=CC=2)C=CC=CC=1.CC(C)([O-])C.[Na+], predict the reaction product. The product is: [Cl:22][C:17]1[CH:16]=[C:15]([CH2:1][C:2]([C:4]2[CH:9]=[C:8]([O:10][CH3:11])[CH:7]=[CH:6][C:5]=2[O:12][CH3:13])=[O:3])[CH:20]=[CH:19][C:18]=1[F:21]. (5) Given the reactants CCN(CC)CC.O[C@@H:9]([CH3:27])[C@@H:10]([NH:14][C:15]([O:17][CH2:18][CH2:19][CH2:20][C:21]1[CH:26]=[CH:25][CH:24]=[CH:23][CH:22]=1)=[O:16])[C:11]([OH:13])=[O:12].CN(C(ON1N=NC2C=CC=CC1=2)=[N+](C)C)C.F[P-](F)(F)(F)(F)F, predict the reaction product. The product is: [C:21]1([CH2:20][CH2:19][CH2:18][O:17][C:15](=[O:16])[NH:14][C@H:10]2[C:11](=[O:13])[O:12][C@H:9]2[CH3:27])[CH:26]=[CH:25][CH:24]=[CH:23][CH:22]=1. (6) Given the reactants C(O)C.[CH3:4][CH2:5][O:6][C:7]([C@@H:9]([NH:18][C@@H:19]1[C:29](=[O:30])[N:28]([CH2:31][C:32]([OH:34])=[O:33])[C:27]2[CH:26]=[CH:25][CH:24]=[CH:23][C:22]=2[CH2:21][CH2:20]1)[CH2:10][CH2:11][C:12]1[CH:13]=[CH:14][CH:15]=[CH:16][CH:17]=1)=[O:8].Cl, predict the reaction product. The product is: [CH3:4][CH2:5][O:6][C:7]([C@@H:9]([NH:18][C@@H:19]1[C:29](=[O:30])[N:28]([CH2:31][C:32]([OH:34])=[O:33])[C:27]2[CH:26]=[CH:25][CH:24]=[CH:23][C:22]=2[CH2:21][CH2:20]1)[CH2:10][CH2:11][C:12]1[CH:17]=[CH:16][CH:15]=[CH:14][CH:13]=1)=[O:8]. (7) Given the reactants [CH3:1][C:2]([O:5][C:6]([N:8]([CH2:10][C:11]1[CH:20]=[CH:19][C:14]([C:15]([O:17][CH3:18])=[O:16])=[C:13]([C:21]#[CH:22])[CH:12]=1)[CH3:9])=[O:7])([CH3:4])[CH3:3], predict the reaction product. The product is: [CH3:4][C:2]([O:5][C:6]([N:8]([CH2:10][C:11]1[CH:20]=[CH:19][C:14]([C:15]([O:17][CH3:18])=[O:16])=[C:13]([CH2:21][CH3:22])[CH:12]=1)[CH3:9])=[O:7])([CH3:1])[CH3:3].